Dataset: Forward reaction prediction with 1.9M reactions from USPTO patents (1976-2016). Task: Predict the product of the given reaction. (1) Given the reactants [F:1][C:2]1[CH:24]=[CH:23][C:5]([CH2:6][N:7]2[C:11]([CH3:12])=[C:10](B3OC(C)(C)C(C)(C)O3)[C:9]([CH3:22])=[N:8]2)=[CH:4][CH:3]=1.Br[C:26]1[CH:27]=[C:28]([C:34]#[N:35])[C:29](=[O:33])[N:30]([CH3:32])[CH:31]=1.C(=O)([O-])[O-].[Na+].[Na+].COCCOC, predict the reaction product. The product is: [F:1][C:2]1[CH:3]=[CH:4][C:5]([CH2:6][N:7]2[C:11]([CH3:12])=[C:10]([C:26]3[CH:27]=[C:28]([C:34]#[N:35])[C:29](=[O:33])[N:30]([CH3:32])[CH:31]=3)[C:9]([CH3:22])=[N:8]2)=[CH:23][CH:24]=1. (2) The product is: [CH3:4][C:2]([C:5]#[C:6]/[CH:7]=[CH:8]/[CH2:9][N:10]([CH2:12][C:13]1[CH:14]=[CH:15][CH:16]=[C:17]2[CH:22]=[CH:21][CH:20]=[CH:19][C:18]=12)[CH3:11])([CH3:1])[CH3:3].[C:23]([O-:26])(=[O:25])[CH3:24]. Given the reactants [CH3:1][C:2]([C:5]#[C:6]/[CH:7]=[CH:8]/[CH2:9][N:10]([CH2:12][C:13]1[CH:14]=[CH:15][CH:16]=[C:17]2[CH:22]=[CH:21][CH:20]=[CH:19][C:18]=12)[CH3:11])([CH3:4])[CH3:3].[C:23]([OH:26])(=[O:25])[CH3:24], predict the reaction product.